This data is from Catalyst prediction with 721,799 reactions and 888 catalyst types from USPTO. The task is: Predict which catalyst facilitates the given reaction. (1) Reactant: [C:1]([O:5][C:6]([NH:8][C@@H:9]([CH2:13][C:14]1[CH:19]=[CH:18][CH:17]=[CH:16][CH:15]=1)[C:10]([OH:12])=O)=[O:7])([CH3:4])([CH3:3])[CH3:2].[CH3:20][NH:21][C:22]1[CH:27]=[CH:26][CH:25]=[CH:24][CH:23]=1.CN(C(ON1N=NC2C=CC=NC1=2)=[N+](C)C)C.F[P-](F)(F)(F)(F)F.CCN(C(C)C)C(C)C. Product: [CH3:20][N:21]([C:22]1[CH:27]=[CH:26][CH:25]=[CH:24][CH:23]=1)[C:10](=[O:12])[C@@H:9]([NH:8][C:6](=[O:7])[O:5][C:1]([CH3:2])([CH3:3])[CH3:4])[CH2:13][C:14]1[CH:19]=[CH:18][CH:17]=[CH:16][CH:15]=1. The catalyst class is: 3. (2) Reactant: [N:1]1[C:10]2[C:5](=[CH:6][C:7]([C:11]([OH:13])=[O:12])=[CH:8][CH:9]=2)[CH:4]=[CH:3][CH:2]=1.C(N1C=CN=C1)(N1C=CN=C1)=O.[C:26](O)([CH3:29])([CH3:28])[CH3:27].N12CCCN=C1CCCCC2. Product: [C:26]([O:12][C:11]([C:7]1[CH:6]=[C:5]2[C:10](=[CH:9][CH:8]=1)[N:1]=[CH:2][CH:3]=[CH:4]2)=[O:13])([CH3:29])([CH3:28])[CH3:27]. The catalyst class is: 3.